The task is: Regression. Given a peptide amino acid sequence and an MHC pseudo amino acid sequence, predict their binding affinity value. This is MHC class II binding data.. This data is from Peptide-MHC class II binding affinity with 134,281 pairs from IEDB. (1) The peptide sequence is AYESYKFIPALEAAV. The MHC is HLA-DQA10102-DQB10602 with pseudo-sequence HLA-DQA10102-DQB10602. The binding affinity (normalized) is 0.790. (2) The binding affinity (normalized) is 0.868. The peptide sequence is GWIISNIFGAIPVLA. The MHC is DRB1_1201 with pseudo-sequence DRB1_1201. (3) The peptide sequence is AYVYFASDASTYTTG. The MHC is HLA-DQA10501-DQB10301 with pseudo-sequence HLA-DQA10501-DQB10301. The binding affinity (normalized) is 0.720. (4) The peptide sequence is LECQVQTAVDFGNSY. The MHC is DRB3_0101 with pseudo-sequence DRB3_0101. The binding affinity (normalized) is 0.661. (5) The binding affinity (normalized) is 0.248. The peptide sequence is LQSLGADIASEQAVL. The MHC is HLA-DPA10201-DPB10501 with pseudo-sequence HLA-DPA10201-DPB10501. (6) The peptide sequence is RTMEQVMPALKSSVLS. The MHC is H-2-IAb with pseudo-sequence H-2-IAb. The binding affinity (normalized) is 0.387. (7) The MHC is DRB1_0405 with pseudo-sequence DRB1_0405. The peptide sequence is ESRLVVDFSQFSRGN. The binding affinity (normalized) is 0.489.